The task is: Predict the product of the given reaction.. This data is from Forward reaction prediction with 1.9M reactions from USPTO patents (1976-2016). (1) Given the reactants [N:1]1([C:10]([C:12]2[CH:17]=[CH:16][CH:15]=[CH:14][C:13]=2[CH3:18])=[O:11])[C:9]2[C:4](=[CH:5][CH:6]=[CH:7][CH:8]=2)[CH2:3][CH2:2]1.[Cl-].[Cl-].[Cl-].[Al+3].[Br:23][CH:24]([CH3:28])[C:25](Br)=[O:26].C(C(C(C([O-])=O)O)O)([O-])=O.[Na+].[K+].[OH-].[Na+], predict the reaction product. The product is: [Br:23][CH:24]([CH3:28])[C:25]([C:6]1[CH:5]=[C:4]2[C:9](=[CH:8][CH:7]=1)[N:1]([C:10](=[O:11])[C:12]1[CH:17]=[CH:16][CH:15]=[CH:14][C:13]=1[CH3:18])[CH2:2][CH2:3]2)=[O:26]. (2) The product is: [CH:2]1([CH2:5][O:6][C:7]2[CH:12]=[CH:11][C:10]([O:13][CH3:14])=[CH:9][C:8]=2[C:15]2[C:16]3[NH:23][C:22]([CH3:24])=[C:21]([C:25]([NH:27][CH:28]4[CH2:29][CH2:30][N:31]([C:34](=[O:37])[CH2:35][CH3:36])[CH2:32][CH2:33]4)=[O:26])[C:17]=3[N:18]=[CH:19][N:20]=2)[CH2:4][CH2:3]1. Given the reactants Cl.[CH:2]1([CH2:5][O:6][C:7]2[CH:12]=[CH:11][C:10]([O:13][CH3:14])=[CH:9][C:8]=2[C:15]2[C:16]3[NH:23][C:22]([CH3:24])=[C:21]([C:25]([NH:27][CH:28]4[CH2:33][CH2:32][NH:31][CH2:30][CH2:29]4)=[O:26])[C:17]=3[N:18]=[CH:19][N:20]=2)[CH2:4][CH2:3]1.[C:34](Cl)(=[O:37])[CH2:35][CH3:36], predict the reaction product. (3) Given the reactants [Cl:1][C:2]1[N:3]=[N:4][C:5](Cl)=[CH:6][CH:7]=1.[NH:9]([C:11]([CH:13]1[CH2:18][CH2:17][N:16]([C:19]([O:21][C:22]([CH3:25])([CH3:24])[CH3:23])=[O:20])[CH2:15][CH2:14]1)=O)[NH2:10].C(OC(OC(C)(C)C)=O)(OC(C)(C)C)=O.CN1CCOCC1, predict the reaction product. The product is: [Cl:1][C:2]1[CH:7]=[CH:6][C:5]2[N:4]([C:11]([CH:13]3[CH2:18][CH2:17][N:16]([C:19]([O:21][C:22]([CH3:25])([CH3:24])[CH3:23])=[O:20])[CH2:15][CH2:14]3)=[N:9][N:10]=2)[N:3]=1. (4) Given the reactants [Cl:1][C:2]1[CH:18]=[CH:17][C:5]2[S:6][C:7](C3C=CN=C(N)N=3)=[C:8]([CH3:9])[C:4]=2[CH:3]=1.Br[C:20]1[C:21]([NH2:26])=[N:22][CH:23]=[CH:24][N:25]=1.ClC1N=C(Cl)C=CN=1, predict the reaction product. The product is: [Cl:1][C:2]1[CH:18]=[CH:17][C:5]2[S:6][C:7]([C:20]3[C:21]([NH2:26])=[N:22][CH:23]=[CH:24][N:25]=3)=[C:8]([CH3:9])[C:4]=2[CH:3]=1. (5) Given the reactants [CH2:1]([O:3][C:4](=[O:21])[C:5]1[CH:13]=[C:12]([C:14](=[O:20])[N:15]([CH3:19])[CH2:16][CH2:17][CH3:18])[CH:11]=[C:7]([C:8]([OH:10])=O)[CH:6]=1)[CH3:2].O[N:23]1[C:27]2C=CC=C[C:26]=2N=N1.Cl.CN(C)CCCN=C=NCC.C(N)C, predict the reaction product. The product is: [CH2:1]([O:3][C:4](=[O:21])[C:5]1[CH:13]=[C:12]([C:14](=[O:20])[N:15]([CH3:19])[CH2:16][CH2:17][CH3:18])[CH:11]=[C:7]([C:8](=[O:10])[NH:23][CH2:27][CH3:26])[CH:6]=1)[CH3:2]. (6) The product is: [NH2:18][CH:9]1[C:8](=[O:29])[NH:7][C:6]2[CH:30]=[CH:31][C:3]([O:2][CH3:1])=[CH:4][C:5]=2[C:11]([C:12]2[CH:13]=[CH:14][CH:15]=[CH:16][CH:17]=2)=[N:10]1. Given the reactants [CH3:1][O:2][C:3]1[CH:31]=[CH:30][C:6]2[NH:7][C:8](=[O:29])[CH:9]([NH:18]C(=O)OCC3C=CC=CC=3)[N:10]=[C:11]([C:12]3[CH:17]=[CH:16][CH:15]=[CH:14][CH:13]=3)[C:5]=2[CH:4]=1.Br.C(OCC)C, predict the reaction product. (7) Given the reactants FC(F)(F)[C:3]([OH:5])=O.[Si:8]([O:15][C@@H:16]1[CH2:20][CH2:19][NH:18][C@@:17]1([CH2:22][OH:23])[CH3:21])([C:11]([CH3:14])([CH3:13])[CH3:12])([CH3:10])[CH3:9].CC[N:26](C(C)C)C(C)C.Cl[C:34]1[C:35](C)=[C:36]([CH2:40][C:41]([NH2:43])=O)C=[CH:38][CH:39]=1.[CH2:45]([Cl:47])Cl, predict the reaction product. The product is: [Cl:47][C:45]1[C:39]([CH3:38])=[C:34]([NH:26][C:3]([N:18]2[CH2:19][CH2:20][C@@H:16]([O:15][Si:8]([C:11]([CH3:14])([CH3:13])[CH3:12])([CH3:10])[CH3:9])[C@:17]2([CH2:22][OH:23])[CH3:21])=[O:5])[CH:35]=[CH:36][C:40]=1[C:41]#[N:43]. (8) Given the reactants [F:1][C:2]1[CH:7]=[CH:6][CH:5]=[CH:4][C:3]=1[CH2:8][CH:9]=[O:10].[CH2:11](O)[CH2:12][OH:13].C1(C)C=CC=CC=1.CC1C=CC(S(O)(=O)=O)=CC=1, predict the reaction product. The product is: [F:1][C:2]1[CH:7]=[CH:6][CH:5]=[CH:4][C:3]=1[CH2:8][CH:9]1[O:13][CH2:12][CH2:11][O:10]1. (9) Given the reactants [OH:1][CH:2]([C:13]1[CH:18]=[CH:17][C:16]([CH2:19][OH:20])=[CH:15][CH:14]=1)[CH2:3][N:4](C)[C:5](=O)OC(C)(C)C.Cl, predict the reaction product. The product is: [OH:20][CH2:19][C:16]1[CH:15]=[CH:14][C:13]([CH:2]([OH:1])[CH2:3][NH:4][CH3:5])=[CH:18][CH:17]=1. (10) Given the reactants [CH3:1][C:2]([C:10]1[CH:15]=[CH:14][CH:13]=[CH:12][CH:11]=1)([CH3:9])[CH2:3][C:4](=[O:8])[C:5]([OH:7])=O.S(Cl)(Cl)=O.[Br:20][C:21]1[C:30]([NH2:31])=[CH:29][CH:28]=[C:27]2[C:22]=1[CH2:23][O:24][C:25]2=[O:26].O, predict the reaction product. The product is: [Br:20][C:21]1[C:30]([NH:31][C:5](=[O:7])[C:4](=[O:8])[CH2:3][C:2]([CH3:1])([C:10]2[CH:15]=[CH:14][CH:13]=[CH:12][CH:11]=2)[CH3:9])=[CH:29][CH:28]=[C:27]2[C:22]=1[CH2:23][O:24][C:25]2=[O:26].